This data is from Full USPTO retrosynthesis dataset with 1.9M reactions from patents (1976-2016). The task is: Predict the reactants needed to synthesize the given product. Given the product [N:70]1[CH:71]=[CH:72][CH:73]=[CH:74][C:69]=1[CH:67]=[CH:68][C:2]1[C:10]2[C:5](=[N:6][CH:7]=[C:8]([C:11]3[CH:12]=[C:13]([OH:17])[CH:14]=[CH:15][CH:16]=3)[CH:9]=2)[NH:4][CH:3]=1, predict the reactants needed to synthesize it. The reactants are: I[C:2]1[C:10]2[C:5](=[N:6][CH:7]=[C:8]([C:11]3[CH:12]=[C:13]([O:17]S(C4C=CC(C)=CC=4)(=O)=O)[CH:14]=[CH:15][CH:16]=3)[CH:9]=2)[N:4](S(C2C=CC(C)=CC=2)(=O)=O)[CH:3]=1.C1(C)C=CC=CC=1P(C1C=CC=CC=1C)C1C=CC=CC=1C.C(N(CC)CC)C.[CH:67]([C:69]1[CH:74]=[CH:73][CH:72]=[CH:71][N:70]=1)=[CH2:68].